Predict which catalyst facilitates the given reaction. From a dataset of Catalyst prediction with 721,799 reactions and 888 catalyst types from USPTO. (1) Reactant: [CH:1]1[CH:2]=[CH:3][C:4]2[S:15][C:14]3[CH:13]=[CH:12][CH:11]=[CH:10][C:9]=3[N:8]=[C:7]([N:16]3[CH2:21][CH2:20][N:19]([CH2:22][CH2:23][O:24][CH2:25][CH2:26][OH:27])[CH2:18][CH2:17]3)[C:5]=2[CH:6]=1.[BrH:28]. Product: [CH:1]1[CH:2]=[CH:3][C:4]2[S:15][C:14]3[CH:13]=[CH:12][CH:11]=[CH:10][C:9]=3[N:8]=[C:7]([N:16]3[CH2:21][CH2:20][N:19]([CH2:22][CH2:23][O:24][CH2:25][CH2:26][OH:27])[CH2:18][CH2:17]3)[C:5]=2[CH:6]=1.[BrH:28]. The catalyst class is: 21. (2) Product: [N+:9]([C:5]1[CH:4]=[C:3]([C:12]([F:15])([F:14])[F:13])[C:2]([S:25][CH2:22][CH2:23][CH3:24])=[CH:7][C:6]=1[NH2:8])([O-:11])=[O:10]. The catalyst class is: 3. Reactant: Cl[C:2]1[C:3]([C:12]([F:15])([F:14])[F:13])=[CH:4][C:5]([N+:9]([O-:11])=[O:10])=[C:6]([NH2:8])[CH:7]=1.C(=O)([O-])[O-].[K+].[K+].[CH2:22]([SH:25])[CH2:23][CH3:24]. (3) Reactant: [CH2:1]([NH:8][CH2:9][C:10]1[CH:15]=[CH:14][CH:13]=[CH:12][CH:11]=1)[C:2]1[CH:7]=[CH:6][CH:5]=[CH:4][CH:3]=1.C(=O)([O-])[O-].[K+].[K+].Br[CH2:23][C:24](=[O:29])[C:25]([CH3:28])([CH3:27])[CH3:26]. Product: [CH2:9]([N:8]([CH2:1][C:2]1[CH:7]=[CH:6][CH:5]=[CH:4][CH:3]=1)[CH2:23][C:24](=[O:29])[C:25]([CH3:28])([CH3:27])[CH3:26])[C:10]1[CH:15]=[CH:14][CH:13]=[CH:12][CH:11]=1. The catalyst class is: 10. (4) Reactant: [CH2:1]([C:8]1(Br)[CH2:10][C:9]1(Cl)[Cl:11])[C:2]1[CH:7]=[CH:6][CH:5]=[CH:4][CH:3]=1.C[Li]. Product: [CH2:1]([C:8]1[CH2:10][C:9]=1[Cl:11])[C:2]1[CH:7]=[CH:6][CH:5]=[CH:4][CH:3]=1. The catalyst class is: 27. (5) Reactant: Br[C:2]1[C:7]([CH2:8][N:9]2[C:17](=[O:18])[C:16]3[C:11](=[CH:12][CH:13]=[CH:14][CH:15]=3)[C:10]2=[O:19])=[C:6]([F:20])[C:5]([O:21][CH2:22][CH3:23])=[C:4]([O:24][CH2:25][CH3:26])[CH:3]=1.[Cu](C#N)[C:28]#[N:29]. Product: [C:28]([C:2]1[C:7]([CH2:8][N:9]2[C:10](=[O:19])[C:11]3[C:16](=[CH:15][CH:14]=[CH:13][CH:12]=3)[C:17]2=[O:18])=[C:6]([F:20])[C:5]([O:21][CH2:22][CH3:23])=[C:4]([O:24][CH2:25][CH3:26])[CH:3]=1)#[N:29]. The catalyst class is: 9. (6) Reactant: [NH2:1][CH2:2][C@@H:3]([NH:6][C:7](=[O:13])[O:8][C:9]([CH3:12])([CH3:11])[CH3:10])[CH2:4][CH3:5].C(N(CC)CC)C.Cl[C:22](=[O:27])[C:23]([O:25][CH3:26])=[O:24]. Product: [C:9]([O:8][C:7]([NH:6][C@@H:3]([CH2:4][CH3:5])[CH2:2][NH:1][C:22](=[O:27])[C:23]([O:25][CH3:26])=[O:24])=[O:13])([CH3:12])([CH3:11])[CH3:10]. The catalyst class is: 448. (7) The catalyst class is: 2. Reactant: [F:1][C:2]1[CH:7]=[CH:6][C:5]([CH:8]([N:12]2[CH2:16][CH2:15][CH2:14][CH2:13]2)[C:9]([OH:11])=O)=[CH:4][CH:3]=1.[CH3:17][O:18][C:19]1[C:20]([C:32]#[N:33])=[CH:21][C:22]2[C:27]([C:28]=1[CH2:29][NH:30][CH3:31])=[CH:26][CH:25]=[CH:24][CH:23]=2.C1C=CC2N(O)N=NC=2C=1.Cl.CN(C)CCCN=C=NCC. Product: [C:32]([C:20]1[C:19]([O:18][CH3:17])=[C:28]([CH2:29][N:30]([CH3:31])[C:9](=[O:11])[CH:8]([C:5]2[CH:4]=[CH:3][C:2]([F:1])=[CH:7][CH:6]=2)[N:12]2[CH2:16][CH2:15][CH2:14][CH2:13]2)[C:27]2[C:22]([CH:21]=1)=[CH:23][CH:24]=[CH:25][CH:26]=2)#[N:33]. (8) Reactant: Cl[C:2]1[C:7]([CH3:8])=[C:6]([C:9]2[C:10]([CH3:15])=[N:11][O:12][C:13]=2[CH3:14])[N:5]=[C:4]([C:16]2[CH:17]=[C:18]([OH:26])[CH:19]=[CH:20][C:21]=2[C:22]([F:25])([F:24])[F:23])[N:3]=1.Cl.[N:28]1[C:33]2[CH2:34][NH:35][CH2:36][C:32]=2[CH:31]=[N:30][CH:29]=1.CCN(CC)CC. Product: [CH3:15][C:10]1[C:9]([C:6]2[C:7]([CH3:8])=[C:2]([N:35]3[CH2:36][C:32]4[CH:31]=[N:30][CH:29]=[N:28][C:33]=4[CH2:34]3)[N:3]=[C:4]([C:16]3[CH:17]=[C:18]([OH:26])[CH:19]=[CH:20][C:21]=3[C:22]([F:23])([F:25])[F:24])[N:5]=2)=[C:13]([CH3:14])[O:12][N:11]=1. The catalyst class is: 58. (9) Reactant: [CH2:1]([O:3][C:4]1[CH:11]=[CH:10][CH:9]=[C:6]([CH:7]=O)[C:5]=1[OH:12])[CH3:2].[CH3:13][O:14][C:15]1[CH:28]=[CH:27][C:18]([NH:19][S:20]([CH2:23][C:24](O)=[O:25])(=[O:22])=[O:21])=[CH:17][CH:16]=1. Product: [CH2:1]([O:3][C:4]1[CH:11]=[CH:10][CH:9]=[C:6]2[C:5]=1[O:12][C:24](=[O:25])[C:23]([S:20]([NH:19][C:18]1[CH:27]=[CH:28][C:15]([O:14][CH3:13])=[CH:16][CH:17]=1)(=[O:22])=[O:21])=[CH:7]2)[CH3:2]. The catalyst class is: 15.